This data is from Forward reaction prediction with 1.9M reactions from USPTO patents (1976-2016). The task is: Predict the product of the given reaction. (1) Given the reactants [CH3:1][C:2]1([CH3:23])[C:11]2[C:6](=[CH:7][CH:8]=[C:9]([C:12]([F:15])([F:14])[F:13])[CH:10]=2)[NH:5][CH:4]([C:16]2[CH:17]=[C:18]([NH2:22])[CH:19]=[CH:20][CH:21]=2)[CH2:3]1.N1C=CC=CC=1.[CH3:30][C:31]1[CH:36]=[CH:35][C:34]([S:37](Cl)(=[O:39])=[O:38])=[CH:33][CH:32]=1, predict the reaction product. The product is: [CH3:1][C:2]1([CH3:23])[C:11]2[C:6](=[CH:7][CH:8]=[C:9]([C:12]([F:15])([F:13])[F:14])[CH:10]=2)[NH:5][CH:4]([C:16]2[CH:17]=[C:18]([NH:22][S:37]([C:34]3[CH:35]=[CH:36][C:31]([CH3:30])=[CH:32][CH:33]=3)(=[O:39])=[O:38])[CH:19]=[CH:20][CH:21]=2)[CH2:3]1. (2) The product is: [CH3:21][C@H:22]1[N:27]([C:28]2[C:29]3[CH:36]=[CH:35][S:34][C:30]=3[N:31]=[CH:32][N:33]=2)[C@@H:26]([CH3:37])[CH2:25][N:24]([CH2:38][C:39]([NH:5][C:4]2[CH:6]=[CH:7][CH:8]=[CH:9][C:3]=2[C:2]([F:10])([F:11])[F:1])=[O:40])[CH2:23]1. Given the reactants [F:1][C:2]([F:11])([F:10])[C:3]1[CH:9]=[CH:8][CH:7]=[CH:6][C:4]=1[NH2:5].C(N(CC)C(C)C)(C)C.[CH3:21][C@H:22]1[N:27]([C:28]2[C:29]3[CH:36]=[CH:35][S:34][C:30]=3[N:31]=[CH:32][N:33]=2)[C@@H:26]([CH3:37])[CH2:25][N:24]([CH2:38][C:39](O)=[O:40])[CH2:23]1.C1CN([P+](Br)(N2CCCC2)N2CCCC2)CC1.F[P-](F)(F)(F)(F)F, predict the reaction product. (3) Given the reactants [Cl:1][C:2]1[CH:3]=[C:4]([C:9](=O)[CH2:10][C:11](=O)[C:12]([F:15])([F:14])[F:13])[CH:5]=[CH:6][C:7]=1[Cl:8].[NH2:18][C:19]1[NH:23][N:22]=[C:21]([C:24]([OH:26])=[O:25])[CH:20]=1, predict the reaction product. The product is: [Cl:1][C:2]1[CH:3]=[C:4]([C:9]2[CH:10]=[C:11]([C:12]([F:15])([F:14])[F:13])[N:23]3[N:22]=[C:21]([C:24]([OH:26])=[O:25])[CH:20]=[C:19]3[N:18]=2)[CH:5]=[CH:6][C:7]=1[Cl:8]. (4) Given the reactants [Cl:1][C:2]1[CH:11]=[CH:10][C:9]2[N:8]=[C:7]([N:12]3[CH2:17][CH2:16][N:15](C(OC(C)(C)C)=O)[CH2:14][CH2:13]3)[C:6]3[N:25]=[CH:26][N:27]=[CH:28][C:5]=3[C:4]=2[CH:3]=1.C1COCC1.Cl.C([O-])([O-])=O.[Na+].[Na+], predict the reaction product. The product is: [Cl:1][C:2]1[CH:11]=[CH:10][C:9]2[N:8]=[C:7]([N:12]3[CH2:17][CH2:16][NH:15][CH2:14][CH2:13]3)[C:6]3[N:25]=[CH:26][N:27]=[CH:28][C:5]=3[C:4]=2[CH:3]=1. (5) The product is: [Cl:1][C:2]1[N:10]=[C:9]([I:26])[N:8]=[C:7]2[C:3]=1[N:4]=[CH:5][N:6]2[CH:12]([CH3:14])[CH3:13]. Given the reactants [Cl:1][C:2]1[N:10]=[C:9](N)[N:8]=[C:7]2[C:3]=1[N:4]=[CH:5][N:6]2[CH:12]([CH3:14])[CH3:13].II.N(OCCC(C)C)=O.C(I)[I:26], predict the reaction product. (6) Given the reactants [CH:1]1([NH:4][CH2:5][CH2:6][OH:7])[CH2:3][CH2:2]1.C(N(CC)CC)C.[Cl:15][C:16]1[CH:21]=[CH:20][CH:19]=[C:18]([CH3:22])[C:17]=1[S:23](Cl)(=[O:25])=[O:24], predict the reaction product. The product is: [Cl:15][C:16]1[CH:21]=[CH:20][CH:19]=[C:18]([CH3:22])[C:17]=1[S:23]([N:4]([CH:1]1[CH2:3][CH2:2]1)[CH2:5][CH2:6][OH:7])(=[O:24])=[O:25]. (7) Given the reactants Br[C:2]1[C:7]2[N:8]=[C:9]([CH3:11])[S:10][C:6]=2[CH:5]=[CH:4][C:3]=1[NH:12][C:13](=[O:24])[C:14]1[CH:19]=[CH:18][C:17]([C:20]([CH3:23])([CH3:22])[CH3:21])=[CH:16][CH:15]=1.[C:25]([Cu])#[N:26], predict the reaction product. The product is: [C:20]([C:17]1[CH:18]=[CH:19][C:14]([C:13]([NH:12][C:3]2[CH:4]=[CH:5][C:6]3[S:10][C:9]([CH3:11])=[N:8][C:7]=3[C:2]=2[C:25]#[N:26])=[O:24])=[CH:15][CH:16]=1)([CH3:23])([CH3:22])[CH3:21]. (8) Given the reactants [CH2:1]([O:3][C:4]([N:6]1[C:15]2[C:10](=[CH:11][C:12]([C:16]([F:19])([F:18])[F:17])=[CH:13][CH:14]=2)[CH:9]([CH:20]([N:35]=C(C2C=CC=CC=2)C2C=CC=CC=2)[C:21]2[CH:26]=[C:25]([C:27]([F:30])([F:29])[F:28])[CH:24]=[C:23]([C:31]([F:34])([F:33])[F:32])[CH:22]=2)[CH2:8][CH:7]1[CH2:49][CH3:50])=[O:5])[CH3:2].CS(O)(=O)=O.O, predict the reaction product. The product is: [CH2:1]([O:3][C:4]([N:6]1[C:15]2[C:10](=[CH:11][C:12]([C:16]([F:19])([F:18])[F:17])=[CH:13][CH:14]=2)[CH:9]([CH:20]([NH2:35])[C:21]2[CH:26]=[C:25]([C:27]([F:28])([F:29])[F:30])[CH:24]=[C:23]([C:31]([F:32])([F:34])[F:33])[CH:22]=2)[CH2:8][CH:7]1[CH2:49][CH3:50])=[O:5])[CH3:2]. (9) The product is: [C:1]([C:3]1[CH:4]=[CH:5][C:6]([C:9]2[N:13]3[CH:14]=[C:15]([C:18]4[CH:28]=[CH:27][C:21]([C:22]([OH:24])=[O:23])=[CH:20][CH:19]=4)[CH:16]=[CH:17][C:12]3=[N:11][CH:10]=2)=[CH:7][CH:8]=1)#[N:2]. Given the reactants [C:1]([C:3]1[CH:8]=[CH:7][C:6]([C:9]2[N:13]3[CH:14]=[C:15]([C:18]4[CH:28]=[CH:27][C:21]([C:22]([O:24]CC)=[O:23])=[CH:20][CH:19]=4)[CH:16]=[CH:17][C:12]3=[N:11][CH:10]=2)=[CH:5][CH:4]=1)#[N:2].[Li+].[OH-], predict the reaction product.